This data is from Forward reaction prediction with 1.9M reactions from USPTO patents (1976-2016). The task is: Predict the product of the given reaction. (1) Given the reactants [CH3:1][O:2][C:3](=[O:17])[C:4]1[CH:15]=[C:14](Br)[CH:13]=[C:6]([C:7]([NH:9][CH2:10][CH2:11][CH3:12])=[O:8])[CH:5]=1.[C:18]1(B(O)O)[CH:23]=[CH:22][CH:21]=[CH:20][CH:19]=1.C([O-])([O-])=O.[Na+].[Na+].C(O)C, predict the reaction product. The product is: [CH3:1][O:2][C:3]([C:4]1[CH:15]=[C:14]([C:18]2[CH:23]=[CH:22][CH:21]=[CH:20][CH:19]=2)[CH:13]=[C:6]([C:7](=[O:8])[NH:9][CH2:10][CH2:11][CH3:12])[CH:5]=1)=[O:17]. (2) The product is: [Cl:12][C:13]1[CH:18]=[CH:17][N:16]=[C:15]([N:8]([C:7]2[CH:9]=[CH:10][CH:11]=[C:5]([S:4][CH3:3])[CH:6]=2)[CH:23]=[O:24])[N:14]=1. Given the reactants [H-].[Na+].[CH3:3][S:4][C:5]1[CH:6]=[C:7]([CH:9]=[CH:10][CH:11]=1)[NH2:8].[Cl:12][C:13]1[CH:18]=[CH:17][N:16]=[C:15](S(C)(=O)=O)[N:14]=1.[CH:23](O)=[O:24], predict the reaction product.